Dataset: Forward reaction prediction with 1.9M reactions from USPTO patents (1976-2016). Task: Predict the product of the given reaction. (1) Given the reactants Br[C:2]1[CH:9]=[CH:8][C:5]([C:6]#[N:7])=[CH:4][CH:3]=1.[NH2:10][C@@H:11]1[CH2:16][CH2:15][CH2:14][CH2:13][C@@H:12]1[NH2:17].CC(C)([O-])C.[Na+].[Cl-].[NH4+], predict the reaction product. The product is: [NH2:10][C@H:11]1[CH2:16][CH2:15][CH2:14][CH2:13][C@H:12]1[NH:17][C:2]1[CH:9]=[CH:8][C:5]([C:6]#[N:7])=[CH:4][CH:3]=1. (2) Given the reactants CC(C)(C)[C@H](NC(=O)[C@@H](NC)C)C(N1[C@H](C(=O)N[C@H]2C3C(=CC=CC=3)CCC2)C[C@H](NC(C2C=CC(CO[C:33]3[CH:38]=[CH:37][C:36]([CH2:39][C@H:40]([NH:66][C:67](=[O:72])[C@@H:68]([NH:70][CH3:71])[CH3:69])[C:41]([N:43]4[C@H:52]([C:53]([NH:55][C@H:56]5[C:65]6[C:60](=[CH:61][CH:62]=[CH:63][CH:64]=6)[CH2:59][CH2:58][CH2:57]5)=[O:54])[CH2:51][C:50]5[C:45](=[CH:46][CH:47]=[CH:48][CH:49]=5)[CH2:44]4)=[O:42])=[CH:35][CH:34]=3)=CC=2)=O)C1)=O.C(OC(N(C)[C@@H](C)C(N[C@H](C(=O)N1[C@H](C(=O)N[C@H]2C3C(=CC=CC=3)CCC2)CC2C(=CC=CC=2)C1)CC1C=CC([NH:104][CH2:105][C:106]2[CH:114]=[CH:113][C:109]([C:110]([OH:112])=O)=[CH:108][CH:107]=2)=CC=1)=O)=O)(C)(C)C.[NH2:142][C@@H:143]1[CH2:147][N:146]([C:148](=[O:168])[C@@H:149]([NH:154][C:155](=[O:167])[C@@H:156]([N:158](C)[C:159](=O)OC(C)(C)C)[CH3:157])[C:150]([CH3:153])([CH3:152])[CH3:151])[C@H:145]([C:169](=[O:181])[NH:170][C@H:171]2[C:180]3[C:175](=[CH:176][CH:177]=[CH:178][CH:179]=3)[CH2:174][CH2:173][CH2:172]2)[CH2:144]1, predict the reaction product. The product is: [CH3:152][C:150]([CH3:151])([CH3:153])[C@H:149]([NH:154][C:155](=[O:167])[C@@H:156]([NH:158][CH3:159])[CH3:157])[C:148]([N:146]1[C@H:145]([C:169](=[O:181])[NH:170][C@H:171]2[C:180]3[C:175](=[CH:176][CH:177]=[CH:178][CH:179]=3)[CH2:174][CH2:173][CH2:172]2)[CH2:144][C@H:143]([NH:142][C:110]([C:109]2[CH:113]=[CH:114][C:106]([CH2:105][NH:104][C:33]3[CH:34]=[CH:35][C:36]([CH2:39][C@H:40]([NH:66][C:67](=[O:72])[C@@H:68]([NH:70][CH3:71])[CH3:69])[C:41]([N:43]4[C@H:52]([C:53]([NH:55][C@H:56]5[C:65]6[C:60](=[CH:61][CH:62]=[CH:63][CH:64]=6)[CH2:59][CH2:58][CH2:57]5)=[O:54])[CH2:51][C:50]5[C:45](=[CH:46][CH:47]=[CH:48][CH:49]=5)[CH2:44]4)=[O:42])=[CH:37][CH:38]=3)=[CH:107][CH:108]=2)=[O:112])[CH2:147]1)=[O:168]. (3) Given the reactants [F:1][C:2]1[CH:3]=[C:4]([NH:14][CH2:15][C:16]([O:18][CH3:19])=[O:17])[CH:5]=[CH:6][C:7]=1[N:8]1[CH2:13][CH2:12][O:11][CH2:10][CH2:9]1.CN(C1C=CC=CN=1)C.C(N(CC)CC)C.Cl[C:37]([O:39][CH2:40][CH:41]([CH3:43])[CH3:42])=[O:38], predict the reaction product. The product is: [F:1][C:2]1[CH:3]=[C:4]([N:14]([C:37]([O:39][CH2:40][CH:41]([CH3:43])[CH3:42])=[O:38])[CH2:15][C:16]([O:18][CH3:19])=[O:17])[CH:5]=[CH:6][C:7]=1[N:8]1[CH2:9][CH2:10][O:11][CH2:12][CH2:13]1. (4) Given the reactants Cl[C:2]1[C:3]2[CH2:16][CH2:15][N:14]([C:17]3[CH:18]=[N:19][CH:20]=[CH:21][CH:22]=3)[C:4]=2[N:5]=[C:6]([N:8]2[CH2:13][CH2:12][O:11][CH2:10][CH2:9]2)[N:7]=1.[CH3:23][O:24][C:25]([C:27]1[CH:32]=[CH:31][C:30](B(O)O)=[CH:29][CH:28]=1)=[O:26].B(O)O, predict the reaction product. The product is: [CH3:23][O:24][C:25](=[O:26])[C:27]1[CH:32]=[CH:31][C:30]([C:2]2[C:3]3[CH2:16][CH2:15][N:14]([C:17]4[CH:18]=[N:19][CH:20]=[CH:21][CH:22]=4)[C:4]=3[N:5]=[C:6]([N:8]3[CH2:13][CH2:12][O:11][CH2:10][CH2:9]3)[N:7]=2)=[CH:29][CH:28]=1. (5) Given the reactants C(O[C:4](=[O:17])[NH:5][C:6]1[CH:11]=CC(OC)=[CH:8][C:7]=1[C:14](=[O:16])[CH3:15])C.[CH3:18][Mg]I.[Cl-].[NH4+].[CH2:23]([O:25][CH2:26][CH3:27])C, predict the reaction product. The product is: [CH3:23][O:25][C:26]1[CH:27]=[CH:11][C:6]2[O:5][C:4](=[O:17])[NH:16][C:14]([CH3:15])([CH3:18])[C:7]=2[CH:8]=1. (6) Given the reactants CO[C:3](=O)[C@H:4]([NH:6][C:7]1[C:12]([Br:13])=[CH:11][N:10]=[C:9]([Cl:14])[N:8]=1)C.[CH3:16][Mg]Br.[Cl-].[NH4+].C([O:23][CH2:24][CH3:25])C, predict the reaction product. The product is: [Br:13][C:12]1[C:7]([NH:6][C@H:4]([CH3:3])[C:24]([CH3:25])([OH:23])[CH3:16])=[N:8][C:9]([Cl:14])=[N:10][CH:11]=1. (7) Given the reactants [F:1][C:2]1[CH:7]=[C:6]([OH:8])[CH:5]=[CH:4][C:3]=1[C:9]1[CH:14]=[CH:13][C:12]([CH2:15][C:16]([O:18][CH3:19])=[O:17])=[CH:11][CH:10]=1.[CH3:20][O:21][CH:22]([O:39][CH3:40])[C:23]1[C:28]([O:29][CH2:30][O:31][CH3:32])=[C:27]([C:33]([F:36])([F:35])[F:34])[CH:26]=[CH:25][C:24]=1[CH2:37]O, predict the reaction product. The product is: [CH3:40][O:39][CH:22]([O:21][CH3:20])[C:23]1[C:28]([O:29][CH2:30][O:31][CH3:32])=[C:27]([C:33]([F:36])([F:35])[F:34])[CH:26]=[CH:25][C:24]=1[CH2:37][O:8][C:6]1[CH:5]=[CH:4][C:3]([C:9]2[CH:14]=[CH:13][C:12]([CH2:15][C:16]([O:18][CH3:19])=[O:17])=[CH:11][CH:10]=2)=[C:2]([F:1])[CH:7]=1. (8) Given the reactants Cl[C:2]1[N:7]=[N:6][C:5]([O:8][C@H:9]2[CH:14]3[CH2:15][CH2:16][N:11]([CH2:12][CH2:13]3)[CH2:10]2)=[CH:4][CH:3]=1.CC1(C)C(C)(C)OB([C:25]2[CH:26]=[C:27]3[C:31](=[CH:32][CH:33]=2)[NH:30][N:29]=[CH:28]3)O1.N.[C:36]([C:40]([OH:42])=[O:41])([F:39])([F:38])[F:37], predict the reaction product. The product is: [F:37][C:36]([F:39])([F:38])[C:40]([OH:42])=[O:41].[NH:30]1[C:31]2[C:27](=[CH:26][C:25]([C:2]3[N:7]=[N:6][C:5]([O:8][C@H:9]4[CH:14]5[CH2:15][CH2:16][N:11]([CH2:12][CH2:13]5)[CH2:10]4)=[CH:4][CH:3]=3)=[CH:33][CH:32]=2)[CH:28]=[N:29]1. (9) Given the reactants [CH2:1]([CH:3]1[CH2:12][NH:11][C:10]2[C:5](=[CH:6][CH:7]=[C:8]([C:13]([F:16])([F:15])[F:14])[CH:9]=2)[NH:4]1)[CH3:2].[F:17][C:18]([F:32])([F:31])[C:19]1[CH:20]=[C:21]([CH:24]=[C:25]([C:27]([F:30])([F:29])[F:28])[CH:26]=1)[CH:22]=O.C(O)(=O)C, predict the reaction product. The product is: [F:17][C:18]([F:31])([F:32])[C:19]1[CH:20]=[C:21]([CH:24]=[C:25]([C:27]([F:30])([F:28])[F:29])[CH:26]=1)[CH2:22][N:11]1[C:10]2[C:5](=[CH:6][CH:7]=[C:8]([C:13]([F:16])([F:15])[F:14])[CH:9]=2)[NH:4][CH:3]([CH2:1][CH3:2])[CH2:12]1. (10) Given the reactants [Cl:1][C:2]1[CH:3]=[CH:4][C:5]([NH:8][C:9]([C:11]2[CH:16]=[C:15]([Cl:17])[CH:14]=[CH:13][C:12]=2[NH:18][C:19]([C:21]2[CH:26]=[CH:25][C:24]([S:27]([CH3:30])(=[NH:29])=[O:28])=[CH:23][CH:22]=2)=[O:20])=[O:10])=[N:6][CH:7]=1.[N:31]#[C:32]Br, predict the reaction product. The product is: [Cl:1][C:2]1[CH:3]=[CH:4][C:5]([NH:8][C:9]([C:11]2[CH:16]=[C:15]([Cl:17])[CH:14]=[CH:13][C:12]=2[NH:18][C:19]([C:21]2[CH:26]=[CH:25][C:24]([S:27]([CH3:30])(=[N:29][C:32]#[N:31])=[O:28])=[CH:23][CH:22]=2)=[O:20])=[O:10])=[N:6][CH:7]=1.